This data is from Peptide-MHC class I binding affinity with 185,985 pairs from IEDB/IMGT. The task is: Regression. Given a peptide amino acid sequence and an MHC pseudo amino acid sequence, predict their binding affinity value. This is MHC class I binding data. The peptide sequence is NLQKESRACL. The MHC is HLA-A02:03 with pseudo-sequence HLA-A02:03. The binding affinity (normalized) is 0.218.